Dataset: Catalyst prediction with 721,799 reactions and 888 catalyst types from USPTO. Task: Predict which catalyst facilitates the given reaction. Reactant: [OH:1][CH2:2][CH2:3][O:4][C:5]1[C:10]([NH:11][C:12]2[C:13]3[C:20]([CH3:21])=[C:19]([C:22]([OH:24])=O)[S:18][C:14]=3[N:15]=[CH:16][N:17]=2)=[CH:9][CH:8]=[CH:7][N:6]=1.[NH3:25]. Product: [OH:1][CH2:2][CH2:3][O:4][C:5]1[C:10]([NH:11][C:12]2[C:13]3[C:20]([CH3:21])=[C:19]([C:22]([NH2:25])=[O:24])[S:18][C:14]=3[N:15]=[CH:16][N:17]=2)=[CH:9][CH:8]=[CH:7][N:6]=1. The catalyst class is: 12.